From a dataset of Peptide-MHC class II binding affinity with 134,281 pairs from IEDB. Regression. Given a peptide amino acid sequence and an MHC pseudo amino acid sequence, predict their binding affinity value. This is MHC class II binding data. (1) The peptide sequence is AAFTAGTTVYGAFAA. The MHC is HLA-DQA10401-DQB10402 with pseudo-sequence HLA-DQA10401-DQB10402. The binding affinity (normalized) is 0.423. (2) The peptide sequence is GPTHLYQPSLVLDMAK. The MHC is H-2-IAb with pseudo-sequence H-2-IAb. The binding affinity (normalized) is 0.533. (3) The peptide sequence is ALRWNLQMGHSVLPK. The MHC is HLA-DPA10201-DPB11401 with pseudo-sequence HLA-DPA10201-DPB11401. The binding affinity (normalized) is 0.299. (4) The peptide sequence is EVLKGPFTVRYTTEG. The MHC is DRB1_1501 with pseudo-sequence DRB1_1501. The binding affinity (normalized) is 0.0314.